Predict which catalyst facilitates the given reaction. From a dataset of Catalyst prediction with 721,799 reactions and 888 catalyst types from USPTO. (1) Reactant: [OH:1][CH2:2][C@H:3]1[CH2:22][N:7]2[CH2:8][CH2:9][N:10]([C:12]3[CH:17]=[CH:16][C:15]([F:18])=[CH:14][C:13]=3[N+:19]([O-])=O)[CH2:11][C@@H:6]2[CH2:5][CH2:4]1.[H][H]. Product: [OH:1][CH2:2][C@H:3]1[CH2:22][N:7]2[CH2:8][CH2:9][N:10]([C:12]3[CH:17]=[CH:16][C:15]([F:18])=[CH:14][C:13]=3[NH2:19])[CH2:11][C@@H:6]2[CH2:5][CH2:4]1. The catalyst class is: 403. (2) Reactant: [C:1]([C@@:3]1([CH2:31][CH3:32])[CH2:7][CH2:6][N:5]([C:8]2[CH:13]=[CH:12][N:11]=[C:10]([NH:14][C:15]3[CH:16]=[C:17]([N:21](S(C)(=O)=O)[S:22]([CH3:25])(=[O:24])=[O:23])[CH:18]=[CH:19][CH:20]=3)[N:9]=2)[C:4]1=[O:30])#[N:2].[OH-].[Li+].[Cl-:35].[NH4+]. Product: [ClH:35].[C:1]([C@@:3]1([CH2:31][CH3:32])[CH2:7][CH2:6][N:5]([C:8]2[CH:13]=[CH:12][N:11]=[C:10]([NH:14][C:15]3[CH:16]=[C:17]([NH:21][S:22]([CH3:25])(=[O:24])=[O:23])[CH:18]=[CH:19][CH:20]=3)[N:9]=2)[C:4]1=[O:30])#[N:2]. The catalyst class is: 7. (3) The catalyst class is: 74. Product: [CH2:5]([O:4][C:2]([N:32]1[CH2:31][CH2:30][C:29]([C:23]2[CH:24]=[CH:25][CH:26]=[CH:27][CH:28]=2)([C:35]([OH:37])=[O:36])[CH2:34][CH2:33]1)=[O:3])[C:6]1[CH:11]=[CH:10][CH:9]=[CH:8][CH:7]=1. Reactant: Cl[C:2]([O:4][CH2:5][C:6]1[CH:11]=[CH:10][CH:9]=[CH:8][CH:7]=1)=[O:3].CC1C=CC(S(O)(=O)=O)=CC=1.[C:23]1([C:29]2([C:35]([OH:37])=[O:36])[CH2:34][CH2:33][NH:32][CH2:31][CH2:30]2)[CH:28]=[CH:27][CH:26]=[CH:25][CH:24]=1.ClCCl.Cl. (4) Reactant: Br[C:2]1[CH:3]=[N:4][CH:5]=[C:6]([C:8]2[NH:12][C:11]([CH:13]([F:15])[F:14])=[N:10][N:9]=2)[CH:7]=1.[CH2:16]([NH:18][C:19]([NH:21][C:22]1[CH:27]=[C:26]([C:28]2[S:29][CH:30]=[C:31]([C:33]([F:36])([F:35])[F:34])[N:32]=2)[C:25](B2OC(C)(C)C(C)(C)O2)=[CH:24][N:23]=1)=[O:20])[CH3:17].C(=O)([O-])[O-].[Cs+].[Cs+]. Product: [F:14][CH:13]([F:15])[C:11]1[NH:12][C:8]([C:6]2[CH:7]=[C:2]([C:25]3[CH:24]=[N:23][C:22]([NH:21][C:19]([NH:18][CH2:16][CH3:17])=[O:20])=[CH:27][C:26]=3[C:28]3[S:29][CH:30]=[C:31]([C:33]([F:36])([F:34])[F:35])[N:32]=3)[CH:3]=[N:4][CH:5]=2)=[N:9][N:10]=1. The catalyst class is: 12. (5) Reactant: [C:1](=O)([O:3]CC)[NH2:2].CC([O-])(C)C.[K+].[CH3:13][C@:14]1([CH2:22][N:23]2[C:27]3[CH:28]=[C:29]([C:32]#[N:33])[CH:30]=[CH:31][C:26]=3[N:25]=[CH:24]2)[CH2:21][CH2:20][CH2:19][C@:16]2([O:18][CH2:17]2)[CH2:15]1.[OH-].[Na+]. Product: [CH3:13][C@:14]1([CH2:22][N:23]2[C:27]3[CH:28]=[C:29]([C:32]#[N:33])[CH:30]=[CH:31][C:26]=3[N:25]=[CH:24]2)[CH2:21][CH2:20][CH2:19][C@:16]2([O:18][C:1](=[O:3])[NH:2][CH2:17]2)[CH2:15]1. The catalyst class is: 296. (6) Reactant: [CH2:1]([O:3][C:4]([C:6]1[C:7]2[S:15][CH:14]=[C:13]([CH2:16][O:17][C:18]3[CH:23]=[CH:22][CH:21]=[C:20]([NH2:24])[CH:19]=3)[C:8]=2[C:9]([Cl:12])=[N:10][CH:11]=1)=[O:5])[CH3:2].C(N(C(C)C)CC)(C)C.[Cl:34][C:35]1[CH:40]=[CH:39][C:38]([S:41](Cl)(=[O:43])=[O:42])=[CH:37][CH:36]=1. Product: [CH2:1]([O:3][C:4]([C:6]1[C:7]2[S:15][CH:14]=[C:13]([CH2:16][O:17][C:18]3[CH:23]=[CH:22][CH:21]=[C:20]([NH:24][S:41]([C:38]4[CH:39]=[CH:40][C:35]([Cl:34])=[CH:36][CH:37]=4)(=[O:43])=[O:42])[CH:19]=3)[C:8]=2[C:9]([Cl:12])=[N:10][CH:11]=1)=[O:5])[CH3:2]. The catalyst class is: 1.